From a dataset of Human liver microsome stability data. Regression/Classification. Given a drug SMILES string, predict its absorption, distribution, metabolism, or excretion properties. Task type varies by dataset: regression for continuous measurements (e.g., permeability, clearance, half-life) or binary classification for categorical outcomes (e.g., BBB penetration, CYP inhibition). Dataset: hlm. (1) The compound is COc1cccc(CNC(=O)c2cn(CCN(C)C)c3cc(-c4cn[nH]c4)ccc23)c1. The result is 1 (stable in human liver microsomes). (2) The drug is CN(C)C(=O)c1cccc(-c2cc(N3CC(N)C(c4cc(F)c(F)cc4F)C3)ncn2)c1. The result is 0 (unstable in human liver microsomes).